This data is from Forward reaction prediction with 1.9M reactions from USPTO patents (1976-2016). The task is: Predict the product of the given reaction. (1) Given the reactants [NH2:1][C:2]1[CH:3]=[N:4][CH:5]=[CH:6][C:7]=1[N:8]1[CH2:13][CH2:12][CH2:11][CH:10]([NH:14]C(=O)OC(C)(C)C)[CH2:9]1.C(OC([N:29]1[CH2:33][CH2:32][CH:31]([C:34]2[S:35][C:36]([NH:42]C(OC(C)(C)C)=O)=[C:37]([C:39](O)=[O:40])[N:38]=2)[CH2:30]1)=O)(C)(C)C, predict the reaction product. The product is: [NH2:42][C:36]1[S:35][C:34]([CH:31]2[CH2:32][CH2:33][NH:29][CH2:30]2)=[N:38][C:37]=1[C:39]([NH:1][C:2]1[CH:3]=[N:4][CH:5]=[CH:6][C:7]=1[N:8]1[CH2:13][CH2:12][CH2:11][CH:10]([NH2:14])[CH2:9]1)=[O:40]. (2) The product is: [NH2:1][C:4]1[C:5]([NH:22][C:23]2[CH:31]=[CH:30][C:26]([C:27]([NH2:29])=[O:28])=[CH:25][CH:24]=2)=[N:6][C:7]([NH:10][C:11]2[CH:12]=[N:13][N:14]([CH:16]3[CH2:21][CH2:20][O:19][CH2:18][CH2:17]3)[CH:15]=2)=[N:8][CH:9]=1. Given the reactants [N+:1]([C:4]1[C:5]([NH:22][C:23]2[CH:31]=[CH:30][C:26]([C:27]([NH2:29])=[O:28])=[CH:25][CH:24]=2)=[N:6][C:7]([NH:10][C:11]2[CH:12]=[N:13][N:14]([CH:16]3[CH2:21][CH2:20][O:19][CH2:18][CH2:17]3)[CH:15]=2)=[N:8][CH:9]=1)([O-])=O, predict the reaction product. (3) Given the reactants Cl.Cl.Cl.[F:4][C:5]1[CH:10]=[CH:9][C:8]([C:11]2[N:12]=[C:13]([CH:33]3[CH2:38][CH2:37][NH:36][CH2:35][CH2:34]3)[N:14]([CH2:16][C@@H:17]3[CH2:22][CH2:21][CH2:20][CH2:19][N:18]3[C:23]([O:25][CH2:26][C:27]3[CH:32]=[CH:31][CH:30]=[CH:29][CH:28]=3)=[O:24])[CH:15]=2)=[CH:7][C:6]=1[C:39]([F:42])([F:41])[F:40].CC[N:45]([CH:49]([CH3:51])C)[CH:46]([CH3:48])C.C[CH:53](O)[CH3:54].[OH2:56], predict the reaction product. The product is: [CH2:53]([CH:51]1[C:48]2[C:11]([N:36]3[CH2:37][CH2:38][CH:33]([C:13]4[N:14]([CH2:16][C@@H:17]5[CH2:22][CH2:21][CH2:20][CH2:19][N:18]5[C:23]([O:25][CH2:26][C:27]5[CH:32]=[CH:31][CH:30]=[CH:29][CH:28]=5)=[O:24])[CH:15]=[C:11]([C:8]5[CH:9]=[CH:10][C:5]([F:4])=[C:6]([C:39]([F:42])([F:40])[F:41])[CH:7]=5)[N:12]=4)[CH2:34][CH2:35]3)=[N:12][CH:13]=[N:14][C:46]=2[NH:45][C:49]1=[O:56])[CH3:54]. (4) Given the reactants [N:1]1[C:9]([NH:10][CH2:11][C:12]2[C:13](N(C)CCNC)=[N:14][C:15]3[C:20]([CH:21]=2)=[CH:19][CH:18]=[CH:17][C:16]=3[CH3:22])=[C:8]2[C:4]([NH:5][CH:6]=[N:7]2)=[N:3][CH:2]=1.[N:29]1([CH2:34][C:35]([OH:37])=O)[CH:33]=[CH:32][N:31]=[N:30]1.[CH3:38][CH2:39][N:40]([CH:44](C)C)C(C)C.[CH3:47][N:48](C(ON1N=NC2C=CC=NC1=2)=[N+](C)C)C.F[P-](F)(F)(F)(F)F, predict the reaction product. The product is: [N:1]1[C:9]([NH:10][CH2:11][C:12]2[C:13]([CH:39]([NH:40][CH3:44])[CH2:38][CH:34]([N:29]3[CH:33]=[CH:32][N:31]=[N:30]3)[C:35]([NH:48][CH3:47])=[O:37])=[N:14][C:15]3[C:20]([CH:21]=2)=[CH:19][CH:18]=[CH:17][C:16]=3[CH3:22])=[C:8]2[C:4]([NH:5][CH:6]=[N:7]2)=[N:3][CH:2]=1.